From a dataset of Reaction yield outcomes from USPTO patents with 853,638 reactions. Predict the reaction yield, written as a fraction of the theoretical maximum amount of product (1.0 means a 100% yield; for example, 0.34 means a 34% yield). (1) The catalyst is C1COCC1. The reactants are [CH3:1][O:2][C:3]1[CH:8]=[C:7]([O:9][CH2:10][O:11][CH3:12])[CH:6]=[C:5]([O:13][CH2:14][O:15][CH3:16])[CH:4]=1.[Li][CH2:18]CCC.CI. The yield is 0.670. The product is [CH3:1][O:2][C:3]1[CH:8]=[C:7]([O:9][CH2:10][O:11][CH3:12])[C:6]([CH3:18])=[C:5]([O:13][CH2:14][O:15][CH3:16])[CH:4]=1. (2) The reactants are [CH2:1]([NH2:11])[C:2]1[CH:10]=[CH:9][C:8]2[O:7][CH2:6][O:5][C:4]=2[CH:3]=1.[CH2:12]([O:19][NH:20][C:21]([C:23]1[N:28]=[CH:27][C:26]2[C:29](=[O:32])[O:30][CH2:31][C:25]=2[C:24]=1[O:33][CH2:34][C:35]1[CH:40]=[CH:39][CH:38]=[CH:37][CH:36]=1)=[O:22])[C:13]1[CH:18]=[CH:17][CH:16]=[CH:15][CH:14]=1.C(ONC(C1C(OCC2C=CC=CC=2)=C(CO)C(C(NCC2C=CC(F)=CC=2)=O)=CN=1)=O)C1C=CC=CC=1. No catalyst specified. The product is [O:7]1[C:8]2[CH:9]=[CH:10][C:2]([CH2:1][NH:11][C:29]([C:26]3[C:25]([CH2:31][OH:30])=[C:24]([O:33][CH2:34][C:35]4[CH:36]=[CH:37][CH:38]=[CH:39][CH:40]=4)[C:23]([C:21]([NH:20][O:19][CH2:12][C:13]4[CH:18]=[CH:17][CH:16]=[CH:15][CH:14]=4)=[O:22])=[N:28][CH:27]=3)=[O:32])=[CH:3][C:4]=2[O:5][CH2:6]1. The yield is 0.620. (3) The reactants are [Cl:1][C:2]1[CH:3]=[C:4]([CH:28]=[CH:29][C:30]=1[Cl:31])[CH2:5][N:6]([O:18][CH2:19][CH2:20][CH2:21][N:22]1[CH2:27][CH2:26][O:25][CH2:24][CH2:23]1)[C:7](=[O:17])[CH:8]=[C:9]1[C:13](=[O:14])OC(C)(C)[O:10]1.[CH2:32]=O.[NH2:34][CH2:35][CH2:36][N:37]1[CH2:42][CH2:41][O:40][CH2:39][CH2:38]1. The catalyst is CO. The product is [Cl:1][C:2]1[CH:3]=[C:4]([CH:28]=[CH:29][C:30]=1[Cl:31])[CH2:5][N:6]([O:18][CH2:19][CH2:20][CH2:21][N:22]1[CH2:27][CH2:26][O:25][CH2:24][CH2:23]1)[C:7]([C:8]1[CH2:32][N:34]([CH2:35][CH2:36][N:37]2[CH2:42][CH2:41][O:40][CH2:39][CH2:38]2)[C:13](=[O:14])[C:9]=1[OH:10])=[O:17]. The yield is 0.680. (4) The yield is 0.466. The product is [CH3:17][C:18]1[N:19]=[C:20]([NH:23][C:2]2[C:7]([O:8][C:9]3[CH:16]=[CH:15][CH:14]=[CH:13][C:10]=3[C:11]#[N:12])=[CH:6][CH:5]=[CH:4][N:3]=2)[S:21][CH:22]=1. The reactants are Cl[C:2]1[C:7]([O:8][C:9]2[CH:16]=[CH:15][CH:14]=[CH:13][C:10]=2[C:11]#[N:12])=[CH:6][CH:5]=[CH:4][N:3]=1.[CH3:17][C:18]1[N:19]=[C:20]([NH2:23])[S:21][CH:22]=1.P([O-])([O-])([O-])=O.[K+].[K+].[K+]. The catalyst is C1C=CC(/C=C/C(/C=C/C2C=CC=CC=2)=O)=CC=1.C1C=CC(/C=C/C(/C=C/C2C=CC=CC=2)=O)=CC=1.C1C=CC(/C=C/C(/C=C/C2C=CC=CC=2)=O)=CC=1.[Pd].[Pd].C1(P(C2C=CC=CC=2)C2C3OC4C(=CC=CC=4P(C4C=CC=CC=4)C4C=CC=CC=4)C(C)(C)C=3C=CC=2)C=CC=CC=1.C1(C)C=CC=CC=1. (5) The reactants are [C:1]1([NH:7][C:8]2[N:9](C(C3C=CC=CC=3)(C3C=CC=CC=3)C3C=CC=CC=3)[CH:10]=[C:11]([C:13]([C:15]3[CH:20]=[C:19]([O:21][CH3:22])[C:18]([O:23][CH3:24])=[C:17]([O:25][CH3:26])[CH:16]=3)=[O:14])[N:12]=2)[CH:6]=[CH:5][CH:4]=[CH:3][CH:2]=1.Cl. The catalyst is C(OCC)C. The product is [C:1]1([NH:7][C:8]2[NH:9][CH:10]=[C:11]([C:13]([C:15]3[CH:20]=[C:19]([O:21][CH3:22])[C:18]([O:23][CH3:24])=[C:17]([O:25][CH3:26])[CH:16]=3)=[O:14])[N:12]=2)[CH:6]=[CH:5][CH:4]=[CH:3][CH:2]=1. The yield is 0.630. (6) The reactants are OCCCN1C=C(C2C=CC(NC3C(C(F)(F)F)=CN=C(NC4C=CC(CP(=O)(OCC)OCC)=CC=4OC)N=3)=C3C=2CN(C)C3=O)C=N1.[NH2:50][C:51]1[C:52]([C:66]([NH:68][CH3:69])=[O:67])=[N:53][C:54]([C:57]2[CH:58]=[N:59][N:60]([CH2:62][CH2:63][CH2:64][OH:65])[CH:61]=2)=[CH:55][CH:56]=1.C(OP1(=O)CC2C=CC(=CC=2)NC2=NC(=C(C(F)(F)F)C=N2)NC2C=CC(=NC=2C(NC)=O)C2=CN(N=C2)CCCCO1)C.Cl[C:115]1[C:120]([C:121]([F:124])([F:123])[F:122])=[CH:119][N:118]=[C:117]([NH:125][C:126]2[CH:140]=[CH:139][C:129]([CH2:130][P:131](=[O:138])([O:135][CH2:136][CH3:137])[O:132][CH2:133][CH3:134])=[CH:128][C:127]=2[CH3:141])[N:116]=1. No catalyst specified. The product is [OH:65][CH2:64][CH2:63][CH2:62][N:60]1[CH:61]=[C:57]([C:54]2[N:53]=[C:52]([C:66](=[O:67])[NH:68][CH3:69])[C:51]([NH:50][C:119]3[C:120]([C:121]([F:124])([F:122])[F:123])=[CH:115][N:116]=[C:117]([NH:125][C:126]4[CH:140]=[CH:139][C:129]([CH2:130][P:131](=[O:138])([O:135][CH2:136][CH3:137])[O:132][CH2:133][CH3:134])=[CH:128][C:127]=4[CH3:141])[N:118]=3)=[CH:56][CH:55]=2)[CH:58]=[N:59]1. The yield is 0.660.